Predict which catalyst facilitates the given reaction. From a dataset of Catalyst prediction with 721,799 reactions and 888 catalyst types from USPTO. (1) Reactant: [Br:1][C:2]1[CH:7]=[CH:6][C:5]([F:8])=[C:4]([CH:9](Br)[CH3:10])[CH:3]=1.[OH:12][C:13]1[N:18]=[CH:17][C:16]2[CH:19]3[CH:22]([C:23]([O:25][CH2:26][CH3:27])=[O:24])[CH:20]3[CH2:21][C:15]=2[CH:14]=1. Product: [Br:1][C:2]1[CH:7]=[CH:6][C:5]([F:8])=[C:4]([CH:9]([O:12][C:13]2[N:18]=[CH:17][C:16]3[C@@H:19]4[C@@H:22]([C:23]([O:25][CH2:26][CH3:27])=[O:24])[C@@H:20]4[CH2:21][C:15]=3[CH:14]=2)[CH3:10])[CH:3]=1. The catalyst class is: 308. (2) Reactant: [CH2:1]([O:3][C:4](=[O:13])[C:5]1[CH:10]=[C:9]([Br:11])[CH:8]=[CH:7][C:6]=1I)[CH3:2].C([Si]([N:24]1[CH:28]=[CH:27][C:26](B(O)O)=[CH:25]1)(C(C)C)C(C)C)(C)C.[CH3:32][C:33]([O:36][C:37](O[C:37]([O:36][C:33]([CH3:35])([CH3:34])[CH3:32])=[O:38])=[O:38])([CH3:35])[CH3:34].CCCC[N+](CCCC)(CCCC)CCCC.[F-]. Product: [C:33]([O:36][C:37]([N:24]1[CH:25]=[CH:26][C:27]([C:6]2[CH:7]=[CH:8][C:9]([Br:11])=[CH:10][C:5]=2[C:4]([O:3][CH2:1][CH3:2])=[O:13])=[CH:28]1)=[O:38])([CH3:35])([CH3:34])[CH3:32]. The catalyst class is: 149. (3) Reactant: [C:1]1([C:7]2[S:30][C:10]3[CH2:11][CH2:12][C:13]4[CH:14]=[N:15][C:16]([NH:19][C:20]5[CH:21]=[C:22]([S:26]([NH2:29])(=[O:28])=[O:27])[CH:23]=[CH:24][CH:25]=5)=[N:17][C:18]=4[C:9]=3[CH:8]=2)[CH:6]=[CH:5][CH:4]=[CH:3][CH:2]=1.C(C1C(=O)C(Cl)=C(Cl)C(=O)C=1C#N)#N. Product: [C:1]1([C:7]2[S:30][C:10]3=[CH:11][CH:12]=[C:13]4[C:18]([N:17]=[C:16]([NH:19][C:20]5[CH:21]=[C:22]([S:26]([NH2:29])(=[O:28])=[O:27])[CH:23]=[CH:24][CH:25]=5)[N:15]=[CH:14]4)=[C:9]3[CH:8]=2)[CH:2]=[CH:3][CH:4]=[CH:5][CH:6]=1. The catalyst class is: 12. (4) Reactant: [CH3:1][C@H:2]1[N:7]2[C:8]([C:11]3([C:14]([F:17])([F:16])[F:15])[CH2:13][CH2:12]3)=[N:9][N:10]=[C:6]2[C@@H:5]([NH2:18])[CH2:4][C@H:3]1[C:19]1[CH:24]=[CH:23][CH:22]=[CH:21][CH:20]=1.[O:25]=[C:26]1[NH:34][C:29]2=[N:30][CH:31]=[CH:32][CH:33]=[C:28]2[C@@:27]21[CH2:45][C:37]1=[N:38][CH:39]=[C:40]([C:42](O)=[O:43])[CH:41]=[C:36]1[CH2:35]2.ON1C2N=CC=CC=2N=N1.CN1CCOCC1.Cl.CN(C)CCCN=C=NCC. The catalyst class is: 35. Product: [CH3:1][C@H:2]1[N:7]2[C:8]([C:11]3([C:14]([F:15])([F:16])[F:17])[CH2:13][CH2:12]3)=[N:9][N:10]=[C:6]2[C@@H:5]([NH:18][C:42]([C:40]2[CH:41]=[C:36]3[CH2:35][C@@:27]4([C:28]5[C:29](=[N:30][CH:31]=[CH:32][CH:33]=5)[NH:34][C:26]4=[O:25])[CH2:45][C:37]3=[N:38][CH:39]=2)=[O:43])[CH2:4][C@H:3]1[C:19]1[CH:20]=[CH:21][CH:22]=[CH:23][CH:24]=1. (5) Reactant: Cl[C:2]1[C:7]([C:8]#[N:9])=[CH:6][N:5]=[C:4]([S:10][CH3:11])[N:3]=1.[NH2:12][C@@H:13]1[CH2:18][CH2:17][C@H:16]([OH:19])[C:15]([CH3:21])([CH3:20])[CH2:14]1.CCN(C(C)C)C(C)C. Product: [OH:19][C@H:16]1[CH2:17][CH2:18][C@@H:13]([NH:12][C:2]2[C:7]([C:8]#[N:9])=[CH:6][N:5]=[C:4]([S:10][CH3:11])[N:3]=2)[CH2:14][C:15]1([CH3:21])[CH3:20]. The catalyst class is: 32. (6) Reactant: [Cl:1][C:2]1[CH:3]=[C:4]([CH3:30])[C:5]([CH2:8][N:9]([CH2:19][C:20]2[CH:27]=[CH:26][C:23]([C:24]#[N:25])=[CH:22][C:21]=2[CH2:28][OH:29])[C:10]([CH3:18])([C:12]2[CH:17]=[CH:16][CH:15]=[CH:14][N:13]=2)[CH3:11])=[N:6][CH:7]=1.[Li+].[BH4-].[OH-].[Na+].C(Cl)Cl. Product: [NH2:25][CH2:24][C:23]1[CH:26]=[CH:27][C:20]([CH2:19][N:9]([CH2:8][C:5]2[C:4]([CH3:30])=[CH:3][C:2]([Cl:1])=[CH:7][N:6]=2)[C:10]([CH3:18])([C:12]2[CH:17]=[CH:16][CH:15]=[CH:14][N:13]=2)[CH3:11])=[C:21]([CH2:28][OH:29])[CH:22]=1. The catalyst class is: 1. (7) Reactant: [OH:1][C@H:2]1[CH2:6][C@@H:5]([C:7]([O:9][CH2:10][C:11]2[CH:16]=[CH:15][CH:14]=[CH:13][CH:12]=2)=[O:8])[C@H:4]([C:17]([O:19][CH3:20])=[O:18])[CH2:3]1.[N+:21]([C:24]1[CH:32]=[CH:31][C:27]([C:28](O)=[O:29])=[CH:26][CH:25]=1)([O-:23])=[O:22].C1(P(C2C=CC=CC=2)C2C=CC=CC=2)C=CC=CC=1.N(C(OC(C)C)=O)=NC(OC(C)C)=O. Product: [N+:21]([C:24]1[CH:25]=[CH:26][C:27]([C:28]([O:1][C@@H:2]2[CH2:6][C@@H:5]([C:7]([O:9][CH2:10][C:11]3[CH:16]=[CH:15][CH:14]=[CH:13][CH:12]=3)=[O:8])[C@H:4]([C:17]([O:19][CH3:20])=[O:18])[CH2:3]2)=[O:29])=[CH:31][CH:32]=1)([O-:23])=[O:22]. The catalyst class is: 93. (8) Reactant: [CH3:1][C:2]1[C:3]([C:16]2[CH:17]=[C:18]([C:21]([OH:26])=[CH:22][C:23]=2[O:24][CH3:25])[CH:19]=[O:20])=[CH:4][C:5]2[C:6]([CH3:15])([CH3:14])[CH2:7][CH2:8][C:9]([CH3:13])([CH3:12])[C:10]=2[CH:11]=1.[CH3:27]OS(OC)(=O)=O.C(=O)([O-])[O-].[K+].[K+]. Product: [CH3:1][C:2]1[C:3]([C:16]2[CH:17]=[C:18]([C:21]([O:26][CH3:27])=[CH:22][C:23]=2[O:24][CH3:25])[CH:19]=[O:20])=[CH:4][C:5]2[C:6]([CH3:15])([CH3:14])[CH2:7][CH2:8][C:9]([CH3:12])([CH3:13])[C:10]=2[CH:11]=1. The catalyst class is: 21. (9) Product: [C:17]1([CH2:16][CH2:15][CH2:14][CH2:13][CH2:12][CH2:11][O:10][C:8](=[O:9])[NH:7][C@H:3]2[C:4](=[O:6])[O:5][C@H:2]2[CH3:23])[CH:22]=[CH:21][CH:20]=[CH:19][CH:18]=1. The catalyst class is: 2. Reactant: O[C@@H:2]([CH3:23])[C@@H:3]([NH:7][C:8]([O:10][CH2:11][CH2:12][CH2:13][CH2:14][CH2:15][CH2:16][C:17]1[CH:22]=[CH:21][CH:20]=[CH:19][CH:18]=1)=[O:9])[C:4]([OH:6])=[O:5].CCN(CC)CC.CN(C(ON1N=NC2C=CC=CC1=2)=[N+](C)C)C.[B-](F)(F)(F)F.